Dataset: Forward reaction prediction with 1.9M reactions from USPTO patents (1976-2016). Task: Predict the product of the given reaction. (1) The product is: [C:15]1([S:21]([N:1]2[C:9]3[C:4](=[CH:5][CH:6]=[CH:7][CH:8]=3)[CH:3]=[CH:2]2)(=[O:23])=[O:22])[CH:20]=[CH:19][CH:18]=[CH:17][CH:16]=1. Given the reactants [NH:1]1[C:9]2[C:4](=[CH:5][CH:6]=[CH:7][CH:8]=2)[CH:3]=[CH:2]1.C([Li])CCC.[C:15]1([S:21](Cl)(=[O:23])=[O:22])[CH:20]=[CH:19][CH:18]=[CH:17][CH:16]=1.C(=O)(O)[O-].[Na+], predict the reaction product. (2) Given the reactants [NH:1]1[CH2:6][CH2:5][CH2:4][CH2:3][CH2:2]1.C(I)[C:8]1[CH:13]=[CH:12][CH:11]=[CH:10][CH:9]=1.[Br-].[N-:16]=[C:17]=[O:18].[C:19](#N)[CH3:20], predict the reaction product. The product is: [NH:1]1[CH2:6][CH2:5][CH:4]([C:12]2[CH:13]=[C:8]([NH:16][C:17](=[O:18])[CH2:19][CH3:20])[CH:9]=[CH:10][CH:11]=2)[CH2:3][CH2:2]1.